Dataset: Reaction yield outcomes from USPTO patents with 853,638 reactions. Task: Predict the reaction yield, written as a fraction of the theoretical maximum amount of product (1.0 means a 100% yield; for example, 0.34 means a 34% yield). (1) The reactants are [CH3:1][O:2][C:3]1[C:8]([NH:9][C:10](=[O:19])[O:11][CH2:12][C:13]2[CH:18]=[CH:17][CH:16]=[CH:15][CH:14]=2)=[CH:7][C:6](B2OC(C)(C)C(C)(C)O2)=[CH:5][N:4]=1.Br[C:30]1[CH:35]=[CH:34][N:33]=[C:32]([C:36]([NH:38][C:39]2[CH:44]=[CH:43][C:42]([CH:45]([CH3:47])[CH3:46])=[C:41]([CH3:48])[CH:40]=2)=[O:37])[CH:31]=1.C([O-])([O-])=O.[K+].[K+]. The catalyst is CCO.C1(C)C=CC=CC=1.O.C1C=CC([P]([Pd]([P](C2C=CC=CC=2)(C2C=CC=CC=2)C2C=CC=CC=2)([P](C2C=CC=CC=2)(C2C=CC=CC=2)C2C=CC=CC=2)[P](C2C=CC=CC=2)(C2C=CC=CC=2)C2C=CC=CC=2)(C2C=CC=CC=2)C2C=CC=CC=2)=CC=1. The product is [CH:45]([C:42]1[CH:43]=[CH:44][C:39]([NH:38][C:36]([C:32]2[CH:31]=[C:30]([C:6]3[CH:5]=[N:4][C:3]([O:2][CH3:1])=[C:8]([NH:9][C:10](=[O:19])[O:11][CH2:12][C:13]4[CH:14]=[CH:15][CH:16]=[CH:17][CH:18]=4)[CH:7]=3)[CH:35]=[CH:34][N:33]=2)=[O:37])=[CH:40][C:41]=1[CH3:48])([CH3:47])[CH3:46]. The yield is 0.900. (2) The reactants are [NH2:1][C:2]1[C:3]([CH3:13])=[C:4]([CH:9]=[C:10]([Br:12])[CH:11]=1)[C:5]([O:7][CH3:8])=[O:6].[CH3:14][N:15]1[CH2:20][CH2:19][C:18](=O)[CH2:17][CH2:16]1.C(O)(=O)C.C([BH3-])#N.[Na+]. The catalyst is CO. The product is [Br:12][C:10]1[CH:11]=[C:2]([NH:1][CH:18]2[CH2:19][CH2:20][N:15]([CH3:14])[CH2:16][CH2:17]2)[C:3]([CH3:13])=[C:4]([CH:9]=1)[C:5]([O:7][CH3:8])=[O:6]. The yield is 0.330. (3) The reactants are [OH:1][C:2]1[C:3]2[N:4]([C:8]([C:29]3[CH:34]=[CH:33][CH:32]=[CH:31][CH:30]=3)=[C:9]([C:11]3[CH:16]=[CH:15][C:14]([C:17]4([NH:21][C:22](=[O:28])[O:23][C:24]([CH3:27])([CH3:26])[CH3:25])[CH2:20][CH2:19][CH2:18]4)=[CH:13][CH:12]=3)[N:10]=2)[N:5]=[CH:6][CH:7]=1.C(N(CC)CC)C.[F:42][C:43]([F:56])([F:55])[S:44](O[S:44]([C:43]([F:56])([F:55])[F:42])(=[O:46])=[O:45])(=[O:46])=[O:45].O. The catalyst is C(Cl)Cl. The product is [F:42][C:43]([F:56])([F:55])[S:44]([O:1][C:2]1[C:3]2[N:4]([C:8]([C:29]3[CH:30]=[CH:31][CH:32]=[CH:33][CH:34]=3)=[C:9]([C:11]3[CH:12]=[CH:13][C:14]([C:17]4([NH:21][C:22]([O:23][C:24]([CH3:27])([CH3:26])[CH3:25])=[O:28])[CH2:20][CH2:19][CH2:18]4)=[CH:15][CH:16]=3)[N:10]=2)[N:5]=[CH:6][CH:7]=1)(=[O:46])=[O:45]. The yield is 0.340. (4) The reactants are [F:1][C:2]([F:34])([F:33])[C:3]1[CH:4]=[C:5]([C@H:13]([N:15]([CH3:32])[C:16]([N:18]2[CH2:23][CH:22]3[C@@:20]([CH2:24][OH:25])([CH2:21]3)[C@@H:19]2[C:26]2[CH:31]=[CH:30][CH:29]=[CH:28][CH:27]=2)=[O:17])[CH3:14])[CH:6]=[C:7]([C:9]([F:12])([F:11])[F:10])[CH:8]=1.C(N(CC)CC)C.FC(F)(F)C1C=C(C(NC)C)C=C(C(F)(F)F)C=1.ClC(Cl)(OC(=O)OC(Cl)(Cl)Cl)Cl.C1([C@@H]2NCC3[C@@]2(CO)C3)C=CC=CC=1.C(N(C(C)C)CC)(C)C. The catalyst is C(Cl)Cl.C(#N)C. The product is [F:12][C:9]([F:10])([F:11])[C:7]1[CH:6]=[C:5]([CH:13]([N:15]([CH3:32])[C:16]([N:18]2[CH2:23][CH:22]3[C:20]([CH2:24][OH:25])([CH2:21]3)[CH:19]2[C:26]2[CH:27]=[CH:28][CH:29]=[CH:30][CH:31]=2)=[O:17])[CH3:14])[CH:4]=[C:3]([C:2]([F:1])([F:33])[F:34])[CH:8]=1. The yield is 0.570.